This data is from Full USPTO retrosynthesis dataset with 1.9M reactions from patents (1976-2016). The task is: Predict the reactants needed to synthesize the given product. (1) Given the product [CH2:20]([O:21][C:35]([C:24]1[N:25]=[C:47]([N:4]2[CH2:5][CH2:6][N:1]([C:7]([O:9][C:10]([CH3:13])([CH3:12])[CH3:11])=[O:8])[CH2:2][CH2:3]2)[S:48][CH:34]=1)=[O:46])[CH3:17], predict the reactants needed to synthesize it. The reactants are: [N:1]1([C:7]([O:9][C:10]([CH3:13])([CH3:12])[CH3:11])=[O:8])[CH2:6][CH2:5][NH:4][CH2:3][CH2:2]1.ClC1S[C:17]([C:20](OC)=[O:21])=CN=1.[C:24]1([C:35]2CCCCCCCCCC=2)[CH2:34]CCCCCCCN[N:25]=1.[OH2:46].[CH3:47][S:48](C)=O. (2) Given the product [NH:25]=[C:18]([N:19]1[CH2:20][CH2:21][O:22][CH2:23][CH2:24]1)[C:14]1[CH:13]=[CH:12][CH:11]=[C:10]2[C:15]=1[CH2:16][CH2:17][NH:8][CH2:9]2, predict the reactants needed to synthesize it. The reactants are: C(OC([N:8]1[CH2:17][CH2:16][C:15]2[C:10](=[CH:11][CH:12]=[CH:13][C:14]=2[C:18](=[NH:25])[N:19]2[CH2:24][CH2:23][O:22][CH2:21][CH2:20]2)[CH2:9]1)=O)(C)(C)C. (3) Given the product [C:11]([O:15][C:16]([N:18]1[CH2:23][CH2:22][CH:21]([O:10][C:5]2[CH:4]=[CH:3][C:2]([Br:1])=[CH:9][C:6]=2[CH:7]=[O:8])[CH2:20][CH2:19]1)=[O:17])([CH3:14])([CH3:12])[CH3:13], predict the reactants needed to synthesize it. The reactants are: [Br:1][C:2]1[CH:9]=[C:6]([CH:7]=[O:8])[C:5]([OH:10])=[CH:4][CH:3]=1.[C:11]([O:15][C:16]([N:18]1[CH2:23][CH2:22][CH:21](OS(C2C=CC(C)=CC=2)(=O)=O)[CH2:20][CH2:19]1)=[O:17])([CH3:14])([CH3:13])[CH3:12].C([O-])([O-])=O.[K+].[K+]. (4) Given the product [CH2:1]([C:8]1[S:9][C:10]([C:15]2[C:14]([Br:13])=[CH:19][N:18]=[C:17]([Cl:20])[N:16]=2)=[CH:11][CH:12]=1)[C:2]1[CH:7]=[CH:6][CH:5]=[CH:4][CH:3]=1, predict the reactants needed to synthesize it. The reactants are: [CH2:1]([C:8]1[S:9][CH:10]=[CH:11][CH:12]=1)[C:2]1[CH:7]=[CH:6][CH:5]=[CH:4][CH:3]=1.[Br:13][C:14]1[CH:15]=[N:16][C:17]([Cl:20])=[N:18][CH:19]=1. (5) Given the product [CH2:24]([O:31][C:32](=[O:44])[CH2:33][O:34][CH2:35][CH2:36][O:37][CH2:38][CH2:39][O:40][CH2:41][CH2:42][O:43][C@H:11]1[C@H:7]([NH:8][C:9](=[O:10])[CH3:19])[C@@H:6]([O:20][C:21](=[O:23])[CH3:22])[C@@H:5]([O:4][C:1](=[O:3])[CH3:2])[C@@H:13]([CH2:14][O:15][C:16](=[O:18])[CH3:17])[O:12]1)[C:25]1[CH:26]=[CH:27][CH:28]=[CH:29][CH:30]=1, predict the reactants needed to synthesize it. The reactants are: [C:1]([O:4][C@H:5]1[C@@H:13]([CH2:14][O:15][C:16](=[O:18])[CH3:17])[O:12][C@H:11]2[C@H:7]([N:8]=[C:9]([CH3:19])[O:10]2)[C@H:6]1[O:20][C:21](=[O:23])[CH3:22])(=[O:3])[CH3:2].[CH2:24]([O:31][C:32](=[O:44])[CH2:33][O:34][CH2:35][CH2:36][O:37][CH2:38][CH2:39][O:40][CH2:41][CH2:42][OH:43])[C:25]1[CH:30]=[CH:29][CH:28]=[CH:27][CH:26]=1.O([Si](C)(C)C)S(C(F)(F)F)(=O)=O.C(N(CC)CC)C. (6) Given the product [I:7][C:8]1[CH:13]=[CH:12][C:11]([S:14]([N:1]2[CH2:6][CH2:5][O:4][CH2:3][CH2:2]2)(=[O:16])=[O:15])=[CH:10][CH:9]=1, predict the reactants needed to synthesize it. The reactants are: [NH:1]1[CH2:6][CH2:5][O:4][CH2:3][CH2:2]1.[I:7][C:8]1[CH:13]=[CH:12][C:11]([S:14](Cl)(=[O:16])=[O:15])=[CH:10][CH:9]=1. (7) Given the product [CH2:20]([N:22]([CH2:26][CH3:27])[CH2:23][C:24]#[C:25][C:16]1[S:17][C:10]2[C:11](=[N:12][CH:13]=[CH:14][C:9]=2[O:8][C:7]2[CH:6]=[CH:5][C:4]([NH2:19])=[CH:3][C:2]=2[F:1])[CH:15]=1)[CH3:21], predict the reactants needed to synthesize it. The reactants are: [F:1][C:2]1[CH:3]=[C:4]([NH2:19])[CH:5]=[CH:6][C:7]=1[O:8][C:9]1[CH:14]=[CH:13][N:12]=[C:11]2[CH:15]=[C:16](I)[S:17][C:10]=12.[CH2:20]([N:22]([CH2:26][CH3:27])[CH2:23][C:24]#[CH:25])[CH3:21].C(N(CC)CC)C.